This data is from Full USPTO retrosynthesis dataset with 1.9M reactions from patents (1976-2016). The task is: Predict the reactants needed to synthesize the given product. (1) The reactants are: [Cl:1][C:2]1[CH:10]=[C:9]([C:11](=[O:24])[NH:12][CH2:13][C:14]2[NH:15][C:16]3[CH:22]=[C:21]([Cl:23])[CH:20]=[CH:19][C:17]=3[N:18]=2)[CH:8]=[CH:7][C:3]=1[C:4](O)=[O:5].CN(C(O[N:33]1N=[N:40][C:35]2C=[CH:37][CH:38]=[CH:39][C:34]1=2)=[N+](C)C)C.[B-](F)(F)(F)F.C(N(C(C)C)CC)(C)C.C(OC(NCC1CCCN1)=O)(C)(C)C.FC(F)(F)C(O)=O.[OH-].[Na+]. Given the product [Cl:1][C:2]1[CH:10]=[C:9]([CH:8]=[CH:7][C:3]=1[C:4]([N:33]1[CH2:37][CH2:38][CH2:39][CH:34]1[CH2:35][NH2:40])=[O:5])[C:11]([NH:12][CH2:13][C:14]1[NH:18][C:17]2[CH:19]=[CH:20][C:21]([Cl:23])=[CH:22][C:16]=2[N:15]=1)=[O:24], predict the reactants needed to synthesize it. (2) The reactants are: [CH:1]12[CH2:10][CH:5]3[CH2:6][CH:7]([CH2:9][CH:3]([CH2:4]3)[CH:2]1[NH:11][C:12](=[O:23])OC1C=CC([N+]([O-])=O)=CC=1)[CH2:8]2.[NH:24]1[CH2:27][CH:26]([NH:28][C:29](=[O:35])[O:30][C:31]([CH3:34])([CH3:33])[CH3:32])[CH2:25]1.CCN(C(C)C)C(C)C.Cl. Given the product [CH:3]12[CH2:4][CH:5]3[CH2:6][CH:7]([CH2:8][CH:1]([CH2:10]3)[CH:2]1[NH:11][C:12]([N:24]1[CH2:27][CH:26]([NH:28][C:29](=[O:35])[O:30][C:31]([CH3:33])([CH3:32])[CH3:34])[CH2:25]1)=[O:23])[CH2:9]2, predict the reactants needed to synthesize it. (3) Given the product [Cl:1][C:2]1[CH:3]=[C:4]([C:16]2[CH:17]=[C:12]([Cl:11])[C:13]([C:19]#[N:20])=[N:14][CH:15]=2)[CH:5]=[CH:6][CH:7]=1, predict the reactants needed to synthesize it. The reactants are: [Cl:1][C:2]1[CH:3]=[C:4](B(O)O)[CH:5]=[CH:6][CH:7]=1.[Cl:11][C:12]1[C:13]([C:19]#[N:20])=[N:14][CH:15]=[C:16](Cl)[CH:17]=1.CN(C)C=O.CCCCCCC. (4) Given the product [CH3:19][C:20]1[C:28]2[C:23](=[CH:24][CH:25]=[C:26]([C:29]([N:3]3[CH2:8][CH2:7][CH:6]([N:9]4[CH2:18][CH2:17][C:16]5[C:11](=[CH:12][CH:13]=[CH:14][CH:15]=5)[CH2:10]4)[CH2:5][CH2:4]3)=[O:30])[CH:27]=2)[NH:22][C:21]=1[C:32]1[NH:36][N:35]=[CH:34][CH:33]=1, predict the reactants needed to synthesize it. The reactants are: Cl.Cl.[NH:3]1[CH2:8][CH2:7][CH:6]([N:9]2[CH2:18][CH2:17][C:16]3[C:11](=[CH:12][CH:13]=[CH:14][CH:15]=3)[CH2:10]2)[CH2:5][CH2:4]1.[CH3:19][C:20]1[C:28]2[C:23](=[CH:24][CH:25]=[C:26]([C:29](O)=[O:30])[CH:27]=2)[NH:22][C:21]=1[C:32]1[NH:36][N:35]=[CH:34][CH:33]=1. (5) Given the product [Br:1][C:2]1[CH:7]=[CH:6][C:5]([O:8][CH:16]([C:13]2[CH:12]=[CH:11][C:10]([Cl:9])=[CH:15][CH:14]=2)[CH2:17][CH2:18][CH2:19][CH2:20][CH2:21][N:22]2[CH2:23][CH2:24][CH:25]([C:28]3[CH:29]=[C:30]([NH:34][C:35](=[O:39])[CH:36]([CH3:38])[CH3:37])[CH:31]=[CH:32][CH:33]=3)[CH2:26][CH2:27]2)=[CH:4][CH:3]=1, predict the reactants needed to synthesize it. The reactants are: [Br:1][C:2]1[CH:7]=[CH:6][C:5]([OH:8])=[CH:4][CH:3]=1.[Cl:9][C:10]1[CH:15]=[CH:14][C:13]([CH:16](O)[CH2:17][CH2:18][CH2:19][CH2:20][CH2:21][N:22]2[CH2:27][CH2:26][CH:25]([C:28]3[CH:29]=[C:30]([NH:34][C:35](=[O:39])[CH:36]([CH3:38])[CH3:37])[CH:31]=[CH:32][CH:33]=3)[CH2:24][CH2:23]2)=[CH:12][CH:11]=1.